From a dataset of Full USPTO retrosynthesis dataset with 1.9M reactions from patents (1976-2016). Predict the reactants needed to synthesize the given product. (1) Given the product [CH3:15][O:8][C:7]([C:6]1[S:5][N:4]=[N:3][C:2]=1[CH3:1])=[O:9], predict the reactants needed to synthesize it. The reactants are: [CH3:1][C:2]1[N:3]=[N:4][S:5][C:6]=1[C:7]([OH:9])=[O:8].OS(O)(=O)=O.[CH3:15]O. (2) Given the product [C:29]([CH:9]([C:11]1[C:16]2[CH2:17][C:18]([CH3:21])([CH3:20])[O:19][C:15]=2[C:14]([O:22][CH3:23])=[CH:13][CH:12]=1)[CH2:8][C:7]1[C:2]([Cl:1])=[CH:3][N:4]=[CH:5][C:6]=1[Cl:24])#[N:30], predict the reactants needed to synthesize it. The reactants are: [Cl:1][C:2]1[CH:3]=[N:4][CH:5]=[C:6]([Cl:24])[C:7]=1[CH2:8][CH:9]([C:11]1[C:16]2[CH2:17][C:18]([CH3:21])([CH3:20])[O:19][C:15]=2[C:14]([O:22][CH3:23])=[CH:13][CH:12]=1)O.C[Si]([C:29]#[N:30])(C)C.C(=O)(O)[O-].[Na+]. (3) The reactants are: COC(C1C=CC(COC2C=CC=C3C=2C=C(S(O)(=O)=O)C=C3)=CC=1)=O.[O-:27][C:28]1[CH:37]=[C:36]2[C:31]([CH:32]=[CH:33][C:34]([S:38]([O-:41])(=[O:40])=[O:39])=[CH:35]2)=[CH:30][CH:29]=1.[Na+].[Na+].Cl[CH2:45][CH2:46][N:47]1[CH2:52][CH2:51][O:50][CH2:49][CH2:48]1. Given the product [O:50]1[CH2:51][CH2:52][N:47]([CH2:46][CH2:45][O:27][C:28]2[CH:37]=[C:36]3[C:31]([CH:32]=[CH:33][C:34]([S:38]([OH:41])(=[O:39])=[O:40])=[CH:35]3)=[CH:30][CH:29]=2)[CH2:48][CH2:49]1, predict the reactants needed to synthesize it. (4) Given the product [OH:17][CH2:14][C:15]1[CH:1]=[C:2]([CH3:3])[C:8]([C:9]([O:11][CH3:12])=[O:10])=[C:7]([CH3:13])[CH:16]=1, predict the reactants needed to synthesize it. The reactants are: [CH3:1][C:2]1[C:8]([C:9]([O:11][CH3:12])=[O:10])=[C:7]([CH3:13])OC(=O)[CH:3]=1.[CH2:14]([OH:17])[C:15]#[CH:16]. (5) Given the product [F:12][C:13]1[CH:14]=[C:15]([C:2]2[CH:9]=[CH:8][C:5]([CH:6]=[O:7])=[C:4]([O:10][CH3:11])[CH:3]=2)[CH:16]=[CH:17][C:18]=1[F:19], predict the reactants needed to synthesize it. The reactants are: Br[C:2]1[CH:9]=[CH:8][C:5]([CH:6]=[O:7])=[C:4]([O:10][CH3:11])[CH:3]=1.[F:12][C:13]1[CH:14]=[C:15](B(O)O)[CH:16]=[CH:17][C:18]=1[F:19]. (6) Given the product [Cl:35][C:20]1[CH:21]=[C:22]([NH:25][C:26]([NH:28][C:29]2[CH:34]=[CH:33][CH:32]=[CH:31][CH:30]=2)=[O:27])[CH:23]=[CH:24][C:19]=1[NH:18][S:14]([C:10]1[CH:9]=[C:8]([C:5]2[CH:6]=[CH:7][C:2]([F:1])=[CH:3][CH:4]=2)[CH:13]=[CH:12][CH:11]=1)(=[O:16])=[O:15], predict the reactants needed to synthesize it. The reactants are: [F:1][C:2]1[CH:7]=[CH:6][C:5]([C:8]2[CH:13]=[CH:12][CH:11]=[C:10]([S:14](Cl)(=[O:16])=[O:15])[CH:9]=2)=[CH:4][CH:3]=1.[NH2:18][C:19]1[CH:24]=[CH:23][C:22]([NH:25][C:26]([NH:28][C:29]2[CH:34]=[CH:33][CH:32]=[CH:31][CH:30]=2)=[O:27])=[CH:21][C:20]=1[Cl:35].N1C=CC=CC=1.